From a dataset of Peptide-MHC class I binding affinity with 185,985 pairs from IEDB/IMGT. Regression. Given a peptide amino acid sequence and an MHC pseudo amino acid sequence, predict their binding affinity value. This is MHC class I binding data. (1) The peptide sequence is NASDRMGMGT. The MHC is HLA-B58:01 with pseudo-sequence HLA-B58:01. The binding affinity (normalized) is 0.211. (2) The peptide sequence is RVRQLDESI. The MHC is HLA-A01:01 with pseudo-sequence HLA-A01:01. The binding affinity (normalized) is 0.0847. (3) The peptide sequence is NPYNTPTFAI. The MHC is Mamu-A2201 with pseudo-sequence Mamu-A2201. The binding affinity (normalized) is 0. (4) The peptide sequence is RSFRIHILF. The MHC is HLA-B58:01 with pseudo-sequence HLA-B58:01. The binding affinity (normalized) is 0.225. (5) The peptide sequence is APTLHRLGI. The MHC is HLA-B48:01 with pseudo-sequence HLA-B48:01. The binding affinity (normalized) is 0.0847. (6) The MHC is HLA-A31:01 with pseudo-sequence HLA-A31:01. The peptide sequence is IAHVRDVVM. The binding affinity (normalized) is 0.0847. (7) The peptide sequence is YLQYSISTA. The MHC is HLA-A02:12 with pseudo-sequence HLA-A02:12. The binding affinity (normalized) is 0.936.